From a dataset of Forward reaction prediction with 1.9M reactions from USPTO patents (1976-2016). Predict the product of the given reaction. (1) Given the reactants C([O:8][NH:9][C:10]([C:12]1[C:17]([O:18]CC2C=CC=CC=2)=[C:16]([CH2:26][OH:27])[C:15]([C:28]([NH:30][CH2:31][C:32]2[CH:37]=[CH:36][C:35]([Cl:38])=[C:34]([Cl:39])[CH:33]=2)=[O:29])=[CH:14][N:13]=1)=[O:11])C1C=CC=CC=1, predict the reaction product. The product is: [Cl:39][C:34]1[CH:33]=[C:32]([CH:37]=[CH:36][C:35]=1[Cl:38])[CH2:31][NH:30][C:28]([C:15]1[C:16]([CH2:26][OH:27])=[C:17]([OH:18])[C:12]([C:10]([NH:9][OH:8])=[O:11])=[N:13][CH:14]=1)=[O:29]. (2) Given the reactants [NH2:1][C:2]([C:4]1[CH:29]=[CH:28][C:7]([O:8][CH2:9][CH2:10][CH2:11][O:12][C:13]2[CH:14]=[C:15]3[C:19](=[CH:20][CH:21]=2)[C@H:18]([CH2:22][C:23]([O:25][CH2:26][CH3:27])=[O:24])[CH2:17][CH2:16]3)=[C:6]([CH2:30][CH2:31][CH3:32])[CH:5]=1)=[S:3].Br[CH:34]1[CH2:39][CH2:38][CH2:37][O:36][C:35]1=O, predict the reaction product. The product is: [CH2:26]([O:25][C:23](=[O:24])[CH2:22][C@H:18]1[C:19]2[C:15](=[CH:14][C:13]([O:12][CH2:11][CH2:10][CH2:9][O:8][C:7]3[CH:28]=[CH:29][C:4]([C:2]4[S:3][C:34]5[CH2:39][CH2:38][CH2:37][O:36][C:35]=5[N:1]=4)=[CH:5][C:6]=3[CH2:30][CH2:31][CH3:32])=[CH:21][CH:20]=2)[CH2:16][CH2:17]1)[CH3:27]. (3) Given the reactants [NH2:1][C:2]1[CH:3]=[C:4]([CH:31]=[CH:32][CH:33]=1)[O:5][C:6]1[C:7]2[S:30][CH:29]=[CH:28][C:8]=2[N:9]=[C:10]([NH:12][C:13]2[CH:18]=[CH:17][C:16]([N:19]3[CH2:24][CH2:23][N:22]([CH3:25])[CH2:21][CH2:20]3)=[CH:15][C:14]=2[O:26][CH3:27])[N:11]=1.C([O-])(O)=O.[Na+].[O:39]1C[CH2:42][CH2:41][CH2:40]1.C(Cl)(=O)C=C, predict the reaction product. The product is: [CH3:27][O:26][C:14]1[CH:15]=[C:16]([N:19]2[CH2:24][CH2:23][N:22]([CH3:25])[CH2:21][CH2:20]2)[CH:17]=[CH:18][C:13]=1[NH:12][C:10]1[N:11]=[C:6]([O:5][C:4]2[CH:3]=[C:2]([NH:1][C:40](=[O:39])[CH:41]=[CH2:42])[CH:33]=[CH:32][CH:31]=2)[C:7]2[S:30][CH:29]=[CH:28][C:8]=2[N:9]=1. (4) Given the reactants [CH3:1][NH:2][C:3]1[CH:11]=[CH:10][C:6]([C:7]([O-:9])=[O:8])=[CH:5][CH:4]=1.Cl.C(N=C=NCCCN(C)C)C.[C:24](O)([CH3:27])([CH3:26])[CH3:25], predict the reaction product. The product is: [CH3:1][NH:2][C:3]1[CH:11]=[CH:10][C:6]([C:7]([O:9][C:24]([CH3:27])([CH3:26])[CH3:25])=[O:8])=[CH:5][CH:4]=1. (5) Given the reactants [OH:1][N:2]=[C:3]([C:5]1[CH:6]=[C:7]([CH:29]=[CH:30][CH:31]=1)[C:8]([NH:10][CH2:11][C:12]1([C:18]2[S:19][CH:20]=[C:21]([C:23]3[CH:28]=[CH:27][CH:26]=[CH:25][CH:24]=3)[N:22]=2)[CH2:17][CH2:16][O:15][CH2:14][CH2:13]1)=[O:9])[NH2:4].Cl[C:33](=O)[C:34]([O:36][CH2:37][CH3:38])=[O:35], predict the reaction product. The product is: [C:23]1([C:21]2[N:22]=[C:18]([C:12]3([CH2:11][NH:10][C:8]([C:7]4[CH:6]=[C:5]([C:3]5[N:4]=[C:33]([C:34]([O:36][CH2:37][CH3:38])=[O:35])[O:1][N:2]=5)[CH:31]=[CH:30][CH:29]=4)=[O:9])[CH2:17][CH2:16][O:15][CH2:14][CH2:13]3)[S:19][CH:20]=2)[CH:24]=[CH:25][CH:26]=[CH:27][CH:28]=1. (6) Given the reactants C([O:3][C:4]([C:6]1[C:10]([CH3:11])=[CH:9][NH:8][C:7]=1[CH2:12][CH2:13][CH2:14][NH:15][CH2:16][CH2:17][NH:18][CH2:19][CH3:20])=O)C.C[Al](C)C, predict the reaction product. The product is: [CH2:19]([NH:18][CH2:17][CH2:16][N:15]1[CH2:14][CH2:13][CH2:12][C:7]2[NH:8][CH:9]=[C:10]([CH3:11])[C:6]=2[C:4]1=[O:3])[CH3:20]. (7) Given the reactants [S:1]1[CH:5]=[CH:4][N:3]=[C:2]1[NH:6][CH:7]1[CH2:11][CH2:10][N:9]([C:12]([O:14][C:15]([CH3:18])([CH3:17])[CH3:16])=[O:13])[CH2:8]1.[H-].[Na+].I[CH3:22].[NH4+].[OH-], predict the reaction product. The product is: [CH3:22][N:6]([C:2]1[S:1][CH:5]=[CH:4][N:3]=1)[CH:7]1[CH2:11][CH2:10][N:9]([C:12]([O:14][C:15]([CH3:18])([CH3:17])[CH3:16])=[O:13])[CH2:8]1.